The task is: Regression. Given a peptide amino acid sequence and an MHC pseudo amino acid sequence, predict their binding affinity value. This is MHC class II binding data.. This data is from Peptide-MHC class II binding affinity with 134,281 pairs from IEDB. (1) The peptide sequence is EAGKESCFCYFDCSK. The MHC is HLA-DQA10102-DQB10602 with pseudo-sequence HLA-DQA10102-DQB10602. The binding affinity (normalized) is 0.403. (2) The peptide sequence is FRAILTAFSPAQDIW. The MHC is DRB1_0101 with pseudo-sequence DRB1_0101. The binding affinity (normalized) is 0.881. (3) The peptide sequence is VGDDSGGFSTTVSTE. The MHC is DRB1_0101 with pseudo-sequence DRB1_0101. The binding affinity (normalized) is 0.0569. (4) The binding affinity (normalized) is 0.119. The peptide sequence is LLVKYAAGDGNIVAV. The MHC is HLA-DPA10201-DPB10501 with pseudo-sequence HLA-DPA10201-DPB10501. (5) The MHC is DRB1_1602 with pseudo-sequence DRB1_1602. The binding affinity (normalized) is 0.263. The peptide sequence is AEHQAIIRDVLTASD. (6) The peptide sequence is GLALLSEAVLRGQAL. The MHC is DRB5_0101 with pseudo-sequence DRB5_0101. The binding affinity (normalized) is 0.570. (7) The peptide sequence is KYMVIQGEPGAVIRG. The MHC is HLA-DPA10103-DPB10401 with pseudo-sequence HLA-DPA10103-DPB10401. The binding affinity (normalized) is 0.507. (8) The peptide sequence is YTDYLTVMDRYSVDA. The MHC is HLA-DQA10103-DQB10603 with pseudo-sequence HLA-DQA10103-DQB10603. The binding affinity (normalized) is 0.728. (9) The peptide sequence is GIVVAWKVRLLPVPP. The MHC is HLA-DPA10201-DPB10101 with pseudo-sequence HLA-DPA10201-DPB10101. The binding affinity (normalized) is 0.934. (10) The peptide sequence is IIEECEHLEDGIYGI. The MHC is DRB5_0101 with pseudo-sequence DRB5_0101. The binding affinity (normalized) is 0.